This data is from Reaction yield outcomes from USPTO patents with 853,638 reactions. The task is: Predict the reaction yield, written as a fraction of the theoretical maximum amount of product (1.0 means a 100% yield; for example, 0.34 means a 34% yield). (1) The yield is 0.850. The reactants are [CH2:1]([O:8][C@H:9]1[CH2:13][N:12]([C:14]([O:16][C:17]([CH3:20])([CH3:19])[CH3:18])=[O:15])[C@@H:11]([C@@H:21]([OH:40])[C@@H:22]([NH:30][C:31]([O:33][CH2:34][CH2:35][Si:36]([CH3:39])([CH3:38])[CH3:37])=[O:32])[CH2:23][C:24]2[CH:29]=[CH:28][CH:27]=[CH:26][CH:25]=2)[CH2:10]1)[C:2]1[CH:7]=[CH:6][CH:5]=[CH:4][CH:3]=1.CO[C:43](OC)([CH3:45])[CH3:44].C1(C)C=CC(S([O-])(=O)=O)=CC=1.[NH+]1C=CC=CC=1. The catalyst is C1C=CC=CC=1. The product is [CH2:23]([C@H:22]1[C@@H:21]([C@H:11]2[CH2:10][C@@H:9]([O:8][CH2:1][C:2]3[CH:3]=[CH:4][CH:5]=[CH:6][CH:7]=3)[CH2:13][N:12]2[C:14]([O:16][C:17]([CH3:18])([CH3:20])[CH3:19])=[O:15])[O:40][C:43]([CH3:45])([CH3:44])[N:30]1[C:31]([O:33][CH2:34][CH2:35][Si:36]([CH3:39])([CH3:38])[CH3:37])=[O:32])[C:24]1[CH:25]=[CH:26][CH:27]=[CH:28][CH:29]=1. (2) The reactants are Cl[C:2]1[C:11]2[C:6](=[CH:7][C:8]([C:12]3[C:13]([CH3:18])=[N:14][O:15][C:16]=3[CH3:17])=[CH:9][CH:10]=2)[N:5]=[CH:4][C:3]=1[C:19]([NH2:21])=[O:20].[NH2:22][C:23]1[CH:24]=[C:25]([CH:29]=[C:30]([OH:32])[CH:31]=1)[C:26]([OH:28])=[O:27]. The catalyst is C(O)(=O)C. The product is [NH2:21][C:19]([C:3]1[CH:4]=[N:5][C:6]2[C:11]([C:2]=1[NH:22][C:23]1[CH:24]=[C:25]([CH:29]=[C:30]([OH:32])[CH:31]=1)[C:26]([OH:28])=[O:27])=[CH:10][CH:9]=[C:8]([C:12]1[C:13]([CH3:18])=[N:14][O:15][C:16]=1[CH3:17])[CH:7]=2)=[O:20]. The yield is 0.780. (3) The reactants are [C:1]([C:5]1[O:9][N:8]=[C:7]([NH:10][C:11]([NH:13][C:14]2[CH:19]=[CH:18][CH:17]=[C:16]([S:20][C:21]3[C:30]4[C:25](=[CH:26][C:27]([O:41][CH3:42])=[C:28]([O:31][CH2:32][CH2:33][CH2:34][N:35]5[CH2:40][CH2:39]C[CH2:37][CH2:36]5)[CH:29]=4)[N:24]=[CH:23][N:22]=3)[CH:15]=2)=[O:12])[CH:6]=1)([CH3:4])([CH3:3])[CH3:2].[CH3:43][N:44]1CCNCC1. No catalyst specified. The product is [C:1]([C:5]1[O:9][N:8]=[C:7]([NH:10][C:11]([NH:13][C:14]2[CH:19]=[CH:18][CH:17]=[C:16]([S:20][C:21]3[C:30]4[C:25](=[CH:26][C:27]([O:41][CH3:42])=[C:28]([O:31][CH2:32][CH2:33][CH2:34][N:35]5[CH2:36][CH2:37][N:44]([CH3:43])[CH2:39][CH2:40]5)[CH:29]=4)[N:24]=[CH:23][N:22]=3)[CH:15]=2)=[O:12])[CH:6]=1)([CH3:4])([CH3:3])[CH3:2]. The yield is 0.0700.